From a dataset of Full USPTO retrosynthesis dataset with 1.9M reactions from patents (1976-2016). Predict the reactants needed to synthesize the given product. Given the product [CH:16]([CH:2]1[C:3](=[O:4])[NH:5][C:6]2[CH:11]=[CH:10][CH:9]=[C:8]([CH:12]([CH3:14])[CH3:13])[C:7]=2[O:15]1)([CH3:18])[CH3:17], predict the reactants needed to synthesize it. The reactants are: Br[CH:2]([CH:16]([CH3:18])[CH3:17])[C:3]([NH:5][C:6]1[CH:11]=[CH:10][CH:9]=[C:8]([CH:12]([CH3:14])[CH3:13])[C:7]=1[OH:15])=[O:4].C(=O)([O-])[O-].[K+].[K+].Cl.O.